Predict the product of the given reaction. From a dataset of Forward reaction prediction with 1.9M reactions from USPTO patents (1976-2016). (1) Given the reactants [C:1]1([CH2:7][CH2:8][CH2:9][O:10][C:11]2[CH:12]=[C:13]([CH:29]=[CH:30][CH:31]=2)[C:14]([N:16]2[CH2:21][CH2:20][N:19](C(OC(C)(C)C)=O)[CH2:18][CH2:17]2)=[O:15])[CH:6]=[CH:5][CH:4]=[CH:3][CH:2]=1.[ClH:32].CCOC(C)=O, predict the reaction product. The product is: [ClH:32].[C:1]1([CH2:7][CH2:8][CH2:9][O:10][C:11]2[CH:12]=[C:13]([CH:29]=[CH:30][CH:31]=2)[C:14]([N:16]2[CH2:21][CH2:20][NH:19][CH2:18][CH2:17]2)=[O:15])[CH:6]=[CH:5][CH:4]=[CH:3][CH:2]=1. (2) Given the reactants [Ga:1].[C:2]([OH:21])(=[O:20])[CH2:3][CH2:4][CH2:5][CH2:6][CH2:7][CH2:8][CH2:9][CH2:10][CH2:11][CH2:12][CH2:13][CH2:14][CH2:15][CH2:16][CH2:17][CH2:18][CH3:19], predict the reaction product. The product is: [C:2]([O-:21])(=[O:20])[CH2:3][CH2:4][CH2:5][CH2:6][CH2:7][CH2:8][CH2:9][CH2:10][CH2:11][CH2:12][CH2:13][CH2:14][CH2:15][CH2:16][CH2:17][CH2:18][CH3:19].[Ga+3:1].[C:2]([O-:21])(=[O:20])[CH2:3][CH2:4][CH2:5][CH2:6][CH2:7][CH2:8][CH2:9][CH2:10][CH2:11][CH2:12][CH2:13][CH2:14][CH2:15][CH2:16][CH2:17][CH2:18][CH3:19].[C:2]([O-:21])(=[O:20])[CH2:3][CH2:4][CH2:5][CH2:6][CH2:7][CH2:8][CH2:9][CH2:10][CH2:11][CH2:12][CH2:13][CH2:14][CH2:15][CH2:16][CH2:17][CH2:18][CH3:19].